Dataset: Reaction yield outcomes from USPTO patents with 853,638 reactions. Task: Predict the reaction yield, written as a fraction of the theoretical maximum amount of product (1.0 means a 100% yield; for example, 0.34 means a 34% yield). The reactants are [Cl:1][C:2]1[CH:3]=[C:4]([C:8]#[C:9][C:10]2[NH:11][O:12][CH:13]3[NH:17][CH2:16][CH2:15][C:14]=23)[CH:5]=[CH:6][CH:7]=1.[CH3:18][N:19]1[C:23]([CH3:24])=[CH:22][C:21]([C:25](Cl)=[O:26])=[N:20]1. The catalyst is C(Cl)Cl. The product is [Cl:1][C:2]1[CH:3]=[C:4]([C:8]#[C:9][C:10]2[CH:14]3[CH2:15][CH2:16][N:17]([C:25]([C:21]4[CH:22]=[C:23]([CH3:24])[N:19]([CH3:18])[N:20]=4)=[O:26])[CH:13]3[O:12][N:11]=2)[CH:5]=[CH:6][CH:7]=1. The yield is 0.530.